Task: Predict the product of the given reaction.. Dataset: Forward reaction prediction with 1.9M reactions from USPTO patents (1976-2016) (1) Given the reactants [BH4-].[Na+].[CH3:3][N:4]1[C:9](=[O:10])[C:8]2[C:11](SC3SC=CC=3)=[C:12]([CH:14]=[O:15])[S:13][C:7]=2[N:6]([CH2:22][CH:23]([CH3:25])[CH3:24])[C:5]1=[O:26], predict the reaction product. The product is: [OH:15][CH2:14][C:12]1[S:13][C:7]2[N:6]([CH2:22][CH:23]([CH3:24])[CH3:25])[C:5](=[O:26])[N:4]([CH3:3])[C:9](=[O:10])[C:8]=2[C:11]=1[CH2:14][C:12]1[S:13][CH:7]=[CH:8][CH:11]=1. (2) Given the reactants [CH3:1][O:2][C:3]1[CH:4]=[C:5]2[C:10](=[CH:11][CH:12]=1)[C:9](=[O:13])[CH:8]([CH2:14]/[CH:15]=[CH:16]/[CH:17]=O)[CH2:7][CH2:6]2.[CH3:19][S:20]([CH2:23][C:24](=O)[CH3:25])(=[O:22])=[O:21].[CH2:27]([NH2:34])[C:28]1[CH:33]=[CH:32][CH:31]=[CH:30][CH:29]=1, predict the reaction product. The product is: [CH2:27]([N:34]1[CH:17]=[CH:16][CH:15]([CH2:14][CH:8]2[CH2:7][CH2:6][C:5]3[C:10](=[CH:11][CH:12]=[C:3]([O:2][CH3:1])[CH:4]=3)[C:9]2=[O:13])[C:23]([S:20]([CH3:19])(=[O:22])=[O:21])=[C:24]1[CH3:25])[C:28]1[CH:33]=[CH:32][CH:31]=[CH:30][CH:29]=1. (3) Given the reactants [NH:1]1[C:5]([C:6]([O:8][CH2:9][CH3:10])=[O:7])=[CH:4][C:3]([C:11]([O:13][CH2:14][CH3:15])=[O:12])=[N:2]1.Br[CH2:17][C:18]([C:20]1[CH:25]=[CH:24][C:23]([C:26]([CH3:29])([CH3:28])[CH3:27])=[CH:22][CH:21]=1)=[O:19].C(=O)([O-])[O-].[K+].[K+], predict the reaction product. The product is: [CH2:9]([O:8][C:6]([C:5]1[CH:4]=[C:3]([C:11]([O:13][CH2:14][CH3:15])=[O:12])[N:2]([CH2:17][C:18]([C:20]2[CH:25]=[CH:24][C:23]([C:26]([CH3:29])([CH3:28])[CH3:27])=[CH:22][CH:21]=2)=[O:19])[N:1]=1)=[O:7])[CH3:10]. (4) Given the reactants C([O:8][C:9](=[O:26])[CH2:10][C:11]1[CH:12]=[C:13]([CH:23]=[CH:24][CH:25]=1)[O:14][CH2:15][CH2:16][CH2:17][C:18]([O:20][CH2:21]C)=[O:19])C1C=CC=CC=1, predict the reaction product. The product is: [CH3:21][O:20][C:18](=[O:19])[CH2:17][CH2:16][CH2:15][O:14][C:13]1[CH:12]=[C:11]([CH2:10][C:9]([OH:26])=[O:8])[CH:25]=[CH:24][CH:23]=1.